This data is from Forward reaction prediction with 1.9M reactions from USPTO patents (1976-2016). The task is: Predict the product of the given reaction. (1) The product is: [Cl:1][C:2]1[CH:7]=[CH:6][C:5](/[CH:8]=[CH:9]\[CH:10]([S:17][CH:8](/[CH:9]=[CH:8]\[C:5]2[CH:6]=[CH:7][C:2]([Cl:1])=[CH:3][CH:4]=2)[C:5]2[CH:6]=[CH:7][CH:2]=[CH:3][CH:4]=2)[C:11]2[CH:16]=[CH:15][CH:14]=[CH:13][CH:12]=2)=[CH:4][CH:3]=1. Given the reactants [Cl:1][C:2]1[CH:7]=[CH:6][C:5]([C:8]#[CH:9])=[CH:4][CH:3]=1.[CH2:10]([SH:17])[C:11]1[CH:16]=[CH:15][CH:14]=[CH:13][CH:12]=1.[Na], predict the reaction product. (2) Given the reactants [H-].[Na+].[O:3]1[CH2:7][CH2:6][NH:5][C:4]1=[O:8].Br[CH2:10][C:11]([O:13][C:14]([CH3:17])([CH3:16])[CH3:15])=[O:12].O, predict the reaction product. The product is: [O:8]=[C:4]1[N:5]([CH2:10][C:11]([O:13][C:14]([CH3:17])([CH3:16])[CH3:15])=[O:12])[CH2:6][CH2:7][O:3]1. (3) Given the reactants [Cl:1][C:2]1[CH:3]=[C:4]([C:9]23[CH2:14][CH:13]2[CH2:12][CH2:11][C:10]3=O)[CH:5]=[CH:6][C:7]=1[Cl:8].[CH3:16][NH:17][CH3:18].C(O[BH-](OC(=O)C)OC(=O)C)(=O)C.[Na+], predict the reaction product. The product is: [ClH:1].[CH3:16][N:17]([CH3:18])[CH:10]1[CH2:11][CH2:12][CH:13]2[C:9]1([C:4]1[CH:5]=[CH:6][C:7]([Cl:8])=[C:2]([Cl:1])[CH:3]=1)[CH2:14]2. (4) The product is: [CH2:16]([O:18][C:19]([C:21]1[C:30]([Cl:31])=[CH:29][C:28]2[C:23](=[C:24]([O:6][S:3]([C:2]([F:15])([F:14])[F:1])(=[O:5])=[O:4])[CH:25]=[CH:26][CH:27]=2)[CH:22]=1)=[O:20])[CH3:17]. Given the reactants [F:1][C:2]([F:15])([F:14])[S:3]([O:6]S(C(F)(F)F)(=O)=O)(=[O:5])=[O:4].[CH2:16]([O:18][C:19]([C:21]1[C:30]([Cl:31])=[CH:29][C:28]2[C:23](=[C:24](O)[CH:25]=[CH:26][CH:27]=2)[CH:22]=1)=[O:20])[CH3:17].O, predict the reaction product. (5) Given the reactants [C:1]([O:5][C:6](=[O:44])/[CH:7]=[CH:8]/[C:9]1[C:14](=[O:15])[N:13]2[CH:16]=[CH:17][C:18]([C:20]([NH:22][C:23]3[S:24][CH:25]=[C:26]([C:28]([CH3:31])([CH3:30])[CH3:29])[N:27]=3)=[O:21])=[CH:19][C:12]2=[N:11][C:10]=1[N:32]1[CH2:37][CH2:36][CH:35]([CH2:38][C:39]([O:41]CC)=[O:40])[CH2:34][CH2:33]1)([CH3:4])([CH3:3])[CH3:2].[OH-].[Na+].Cl, predict the reaction product. The product is: [C:1]([O:5][C:6](=[O:44])/[CH:7]=[CH:8]/[C:9]1[C:14](=[O:15])[N:13]2[CH:16]=[CH:17][C:18]([C:20]([NH:22][C:23]3[S:24][CH:25]=[C:26]([C:28]([CH3:31])([CH3:30])[CH3:29])[N:27]=3)=[O:21])=[CH:19][C:12]2=[N:11][C:10]=1[N:32]1[CH2:33][CH2:34][CH:35]([CH2:38][C:39]([OH:41])=[O:40])[CH2:36][CH2:37]1)([CH3:2])([CH3:3])[CH3:4]. (6) Given the reactants [Cl:1][C:2]1[C:3]([NH:17][CH:18]2[CH2:35][CH2:34][C:21]3([CH2:26][CH2:25][N:24](C(OC(C)(C)C)=O)[CH2:23][CH2:22]3)[CH2:20][CH2:19]2)=[N:4][C:5]([NH:8][C:9]2[CH:10]=[N:11][N:12]([CH2:14][CH2:15][OH:16])[CH:13]=2)=[N:6][CH:7]=1.Cl.CCOC(C)=O, predict the reaction product. The product is: [CH2:22]1[C:21]2([CH2:34][CH2:35][CH:18]([NH:17][C:3]3[C:2]([Cl:1])=[CH:7][N:6]=[C:5]([NH:8][C:9]4[CH:10]=[N:11][N:12]([CH2:14][CH2:15][OH:16])[CH:13]=4)[N:4]=3)[CH2:19][CH2:20]2)[CH2:26][CH2:25][NH:24][CH2:23]1. (7) Given the reactants [CH3:1][O:2][C:3]1[CH:4]=[C:5]([CH:26]=[CH:27][CH:28]=1)[CH2:6][O:7][C:8]1[CH:13]=[CH:12][C:11]([CH:14]([CH:19](C(O)=O)[C:20]([OH:22])=[O:21])[CH:15]=[C:16]([CH3:18])[CH3:17])=[CH:10][CH:9]=1, predict the reaction product. The product is: [CH3:1][O:2][C:3]1[CH:4]=[C:5]([CH:26]=[CH:27][CH:28]=1)[CH2:6][O:7][C:8]1[CH:13]=[CH:12][C:11]([CH:14]([CH:15]=[C:16]([CH3:17])[CH3:18])[CH2:19][C:20]([OH:22])=[O:21])=[CH:10][CH:9]=1. (8) Given the reactants [S:1]1[CH:5]=[CH:4][CH:3]=[C:2]1[C:6]1[CH2:11][CH2:10][N:9]([CH2:12][C:13]([C:15]2[CH:16]=[C:17]3[C:22](=[CH:23][CH:24]=2)[NH:21][C:20](=[O:25])[CH2:19][CH2:18]3)=[O:14])[CH2:8][CH:7]=1.[BH4-].[Na+], predict the reaction product. The product is: [OH:14][CH:13]([C:15]1[CH:16]=[C:17]2[C:22](=[CH:23][CH:24]=1)[NH:21][C:20](=[O:25])[CH2:19][CH2:18]2)[CH2:12][N:9]1[CH2:10][CH2:11][C:6]([C:2]2[S:1][CH:5]=[CH:4][CH:3]=2)=[CH:7][CH2:8]1.